From a dataset of Full USPTO retrosynthesis dataset with 1.9M reactions from patents (1976-2016). Predict the reactants needed to synthesize the given product. (1) Given the product [F:5][C:6]1[CH:11]=[CH:10][C:9]([S:12]([N:1]2[CH2:4][CH2:3][CH2:2]2)(=[O:14])=[O:13])=[CH:8][CH:7]=1, predict the reactants needed to synthesize it. The reactants are: [NH:1]1[CH2:4][CH2:3][CH2:2]1.[F:5][C:6]1[CH:11]=[CH:10][C:9]([S:12](Cl)(=[O:14])=[O:13])=[CH:8][CH:7]=1. (2) Given the product [CH2:65]([S:67]([N:70]1[CH:74]=[C:73]([C:75]2[N:80]=[C:79]([NH:81][C:2]3[N:7]=[CH:6][C:5]4[C:8]([N:14]5[CH2:17][CH:16]([C:18]([N:20]([CH3:22])[CH3:21])=[O:19])[CH2:15]5)=[N:9][N:10]([CH:11]([CH3:13])[CH3:12])[C:4]=4[CH:3]=3)[CH:78]=[CH:77][N:76]=2)[CH:72]=[N:71]1)(=[O:68])=[O:69])[CH3:66], predict the reactants needed to synthesize it. The reactants are: Br[C:2]1[N:7]=[CH:6][C:5]2[C:8]([N:14]3[CH2:17][CH:16]([C:18]([N:20]([CH3:22])[CH3:21])=[O:19])[CH2:15]3)=[N:9][N:10]([CH:11]([CH3:13])[CH3:12])[C:4]=2[CH:3]=1.C1(P(C2C=CC=CC=2)C2C3OC4C(=CC=CC=4P(C4C=CC=CC=4)C4C=CC=CC=4)C(C)(C)C=3C=CC=2)C=CC=CC=1.[CH2:65]([S:67]([N:70]1[CH:74]=[C:73]([C:75]2[N:80]=[C:79]([NH2:81])[CH:78]=[CH:77][N:76]=2)[CH:72]=[N:71]1)(=[O:69])=[O:68])[CH3:66].C(=O)([O-])[O-].[Cs+].[Cs+].